Dataset: Full USPTO retrosynthesis dataset with 1.9M reactions from patents (1976-2016). Task: Predict the reactants needed to synthesize the given product. (1) Given the product [CH3:13][N:14]([CH3:18])[C:15](=[O:16])[O:3][C:4]1[CH:9]=[CH:8][CH:7]=[C:6]([C:10](=[O:12])[CH3:11])[CH:5]=1, predict the reactants needed to synthesize it. The reactants are: [H-].[Na+].[OH:3][C:4]1[CH:5]=[C:6]([C:10](=[O:12])[CH3:11])[CH:7]=[CH:8][CH:9]=1.[CH3:13][N:14]([CH3:18])[C:15](Cl)=[O:16].[Cl-].[Na+]. (2) Given the product [CH2:56]([O:63][C:37](=[O:46])[NH:34][C:10]1[C:11]([CH3:12])=[C:5]2[C:4]([NH:16][C:17]3[CH:18]=[CH:19][C:20]([O:23][C:24]4[CH:29]=[CH:28][CH:27]=[CH:26][C:25]=4[O:30][CH3:31])=[CH:21][CH:22]=3)=[C:3]([C:1]#[N:2])[CH:8]=[N:7][N:6]2[CH:9]=1)[C:57]1[CH:62]=[CH:61][CH:60]=[CH:59][CH:58]=1, predict the reactants needed to synthesize it. The reactants are: [C:1]([C:3]1[CH:8]=[N:7][N:6]2[CH:9]=[C:10](C(O)=O)[C:11]([CH3:12])=[C:5]2[C:4]=1[NH:16][C:17]1[CH:22]=[CH:21][C:20]([O:23][C:24]2[CH:29]=[CH:28][CH:27]=[CH:26][C:25]=2[O:30][CH3:31])=[CH:19][CH:18]=1)#[N:2].CC[N:34]([CH2:37]C)CC.C1C=CC(P(N=[N+]=[N-])(C2C=CC=CC=2)=[O:46])=CC=1.[CH2:56]([OH:63])[C:57]1[CH:62]=[CH:61][CH:60]=[CH:59][CH:58]=1. (3) Given the product [CH3:33][C@H:28]1[CH2:29][C@@H:30]([CH3:32])[CH2:31][N:26]([CH:23]2[CH2:24][CH2:25][NH:20][CH2:21][CH2:22]2)[CH2:27]1, predict the reactants needed to synthesize it. The reactants are: FC1C=C(F)C=CC=1CNC1C(C2C=CC(F)=CC=2F)=CN=C([N:20]2[CH2:25][CH2:24][CH:23]([N:26]3[CH2:31][C@H:30]([CH3:32])[CH2:29][C@H:28]([CH3:33])[CH2:27]3)[CH2:22][CH2:21]2)N=1.ClC1N=C(NCC2C=CC(F)=CC=2F)C(C2C=CC(F)=CC=2F)=CN=1.